Task: Predict which catalyst facilitates the given reaction.. Dataset: Catalyst prediction with 721,799 reactions and 888 catalyst types from USPTO The catalyst class is: 18. Product: [Cl:26][C:27]1[CH:28]=[CH:29][C:30]([N:35]2[CH:39]=[N:38][CH:37]=[N:36]2)=[C:31]([CH:34]=1)[CH2:32][NH:33][C:20](=[O:22])[C@@H:19]1[CH2:23][CH2:24][CH2:25][N:18]1[C:16]([O:15][CH2:14][CH:12]1[C:13]2[CH:1]=[CH:2][CH:3]=[CH:4][C:5]=2[C:6]2[C:11]1=[CH:10][CH:9]=[CH:8][CH:7]=2)=[O:17]. Reactant: [CH:1]1[C:13]2[CH:12]([CH2:14][O:15][C:16]([N:18]3[CH2:25][CH2:24][CH2:23][C@H:19]3[C:20]([OH:22])=O)=[O:17])[C:11]3[C:6](=[CH:7][CH:8]=[CH:9][CH:10]=3)[C:5]=2[CH:4]=[CH:3][CH:2]=1.[Cl:26][C:27]1[CH:28]=[CH:29][C:30]([N:35]2[CH:39]=[N:38][CH:37]=[N:36]2)=[C:31]([CH:34]=1)[CH2:32][NH2:33].C(Cl)CCl.C1C=NC2N(O)N=NC=2C=1.CCN(C(C)C)C(C)C.